From a dataset of Reaction yield outcomes from USPTO patents with 853,638 reactions. Predict the reaction yield, written as a fraction of the theoretical maximum amount of product (1.0 means a 100% yield; for example, 0.34 means a 34% yield). (1) The reactants are [Cl:1][C:2]1[CH:7]=[CH:6][C:5]([C:8](=[O:11])[CH2:9][CH3:10])=[CH:4][CH:3]=1.[Br:12]Br. The catalyst is C(O)(=O)C.Br. The product is [Br:12][CH:9]([CH3:10])[C:8]([C:5]1[CH:4]=[CH:3][C:2]([Cl:1])=[CH:7][CH:6]=1)=[O:11]. The yield is 0.870. (2) The reactants are Cl.O1CCOCC1.[Cl:8][C:9]1[CH:14]=[C:13]([NH:15][C:16](=[O:23])[C:17]2[CH:22]=[CH:21][CH:20]=[CH:19][N:18]=2)[CH:12]=[CH:11][C:10]=1[N:24]1[CH2:29][CH2:28][N:27](C(OC(C)(C)C)=O)[CH2:26][CH2:25]1. The catalyst is C(Cl)Cl. The product is [Cl:8][C:9]1[CH:14]=[C:13]([NH:15][C:16](=[O:23])[C:17]2[CH:22]=[CH:21][CH:20]=[CH:19][N:18]=2)[CH:12]=[CH:11][C:10]=1[N:24]1[CH2:29][CH2:28][NH:27][CH2:26][CH2:25]1. The yield is 0.400. (3) The reactants are [NH2:1][C:2]1[CH:3]=[CH:4][C:5]([Cl:29])=[C:6]2[C:10]=1[C:9](=[O:11])[N:8]([C@@H:12]([C:18]1[CH:23]=[CH:22][C:21]([O:24][CH3:25])=[C:20]([O:26][CH2:27][CH3:28])[CH:19]=1)[CH2:13][S:14]([CH3:17])(=[O:16])=[O:15])[CH2:7]2.[CH3:30][N:31]([CH3:35])[C:32](Cl)=[O:33]. No catalyst specified. The product is [Cl:29][C:5]1[CH:4]=[CH:3][C:2]([NH:1][C:32](=[O:33])[N:31]([CH3:35])[CH3:30])=[C:10]2[C:6]=1[CH2:7][N:8]([C@@H:12]([C:18]1[CH:23]=[CH:22][C:21]([O:24][CH3:25])=[C:20]([O:26][CH2:27][CH3:28])[CH:19]=1)[CH2:13][S:14]([CH3:17])(=[O:15])=[O:16])[C:9]2=[O:11]. The yield is 0.700. (4) The reactants are [C:1]1([NH:7][C:8](=[O:27])[O:9][C@@H:10]([CH2:24][O:25][CH3:26])[CH2:11][N:12]([CH2:19][CH2:20][CH2:21][CH2:22][NH2:23])[C:13]([NH:15][CH:16]([CH3:18])[CH3:17])=[O:14])[CH:6]=[CH:5][CH:4]=[CH:3][CH:2]=1.[Cl:28][C:29]1[CH:34]=[C:33]([F:35])[CH:32]=[CH:31][C:30]=1[S:36](Cl)(=[O:38])=[O:37].C(N(CC)CC)C. The catalyst is C(Cl)Cl. The product is [C:1]1([NH:7][C:8](=[O:27])[O:9][C@@H:10]([CH2:24][O:25][CH3:26])[CH2:11][N:12]([CH2:19][CH2:20][CH2:21][CH2:22][NH:23][S:36]([C:30]2[CH:31]=[CH:32][C:33]([F:35])=[CH:34][C:29]=2[Cl:28])(=[O:38])=[O:37])[C:13]([NH:15][CH:16]([CH3:18])[CH3:17])=[O:14])[CH:6]=[CH:5][CH:4]=[CH:3][CH:2]=1. The yield is 0.650. (5) The product is [Br-:23].[OH:10][C:9]([C:17]1[CH:22]=[CH:21][CH:20]=[CH:19][CH:18]=1)([C:11]1[CH:12]=[CH:13][CH:14]=[CH:15][CH:16]=1)[C:4]12[CH2:5][CH2:6][N+:1]([CH2:24][CH2:25][CH2:26][O:27][C:28]3[CH:33]=[CH:32][CH:31]=[CH:30][C:29]=3[O:34][CH3:35])([CH2:2][CH2:3]1)[CH2:8][CH2:7]2. The catalyst is CC#N. The yield is 0.735. The reactants are [N:1]12[CH2:8][CH2:7][C:4]([C:9]([C:17]3[CH:22]=[CH:21][CH:20]=[CH:19][CH:18]=3)([C:11]3[CH:16]=[CH:15][CH:14]=[CH:13][CH:12]=3)[OH:10])([CH2:5][CH2:6]1)[CH2:3][CH2:2]2.[Br:23][CH2:24][CH2:25][CH2:26][O:27][C:28]1[CH:33]=[CH:32][CH:31]=[CH:30][C:29]=1[O:34][CH3:35]. (6) The reactants are [CH2:1]([N:3]1[C:12]2[C:7](=[CH:8][C:9]([NH:13][C:14](=[O:21])[CH2:15][CH:16]([CH3:20])[CH2:17][CH2:18][OH:19])=[CH:10][CH:11]=2)[C:6](=[O:22])[N:5]([CH2:23][CH3:24])[C:4]1=[O:25])[CH3:2].[Cl:26][C:27]1[CH:34]=[C:33](F)[CH:32]=[CH:31][C:28]=1[C:29]#[N:30].CC(C)([O-])C.[K+].O. The catalyst is C1COCC1. The product is [Cl:26][C:27]1[CH:34]=[C:33]([CH:32]=[CH:31][C:28]=1[C:29]#[N:30])[O:19][CH2:18][CH2:17][CH:16]([CH3:20])[CH2:15][C:14]([NH:13][C:9]1[CH:8]=[C:7]2[C:12](=[CH:11][CH:10]=1)[N:3]([CH2:1][CH3:2])[C:4](=[O:25])[N:5]([CH2:23][CH3:24])[C:6]2=[O:22])=[O:21]. The yield is 0.585.